This data is from Forward reaction prediction with 1.9M reactions from USPTO patents (1976-2016). The task is: Predict the product of the given reaction. (1) Given the reactants [N:1]1[CH:2]=[CH:3][N:4]2[C:9]=1[CH:8]=[CH:7][C:6]([C:10]1[CH:18]=[CH:17][C:13]([C:14]([NH2:16])=[O:15])=[CH:12][CH:11]=1)=[N:5]2.C1C(=O)N([I:26])C(=O)C1, predict the reaction product. The product is: [I:26][C:3]1[N:4]2[N:5]=[C:6]([C:10]3[CH:18]=[CH:17][C:13]([C:14]([NH2:16])=[O:15])=[CH:12][CH:11]=3)[CH:7]=[CH:8][C:9]2=[N:1][CH:2]=1. (2) Given the reactants Cl[C:2]1[CH:7]=[C:6]([Cl:8])[N:5]=[C:4]([S:9][CH3:10])[N:3]=1.[CH2:11]([NH2:14])[C:12]#[CH:13].O, predict the reaction product. The product is: [Cl:8][C:6]1[N:5]=[C:4]([S:9][CH3:10])[N:3]=[C:2]([NH:14][CH2:11][C:12]#[CH:13])[CH:7]=1.